Dataset: Full USPTO retrosynthesis dataset with 1.9M reactions from patents (1976-2016). Task: Predict the reactants needed to synthesize the given product. The reactants are: [Si]([O:8][CH2:9][C:10]1[CH:11]=[C:12]2[C:17](=[N:18][C:19]=1[CH:20](OC)[O:21]C)[N:16]([C:25]([NH:27][C:28]1[CH:33]=[C:32]([N:34]3[CH2:50][CH2:49][C:37]4([CH2:41][N:40](C(OC(C)(C)C)=O)[CH2:39][CH2:38]4)[CH2:36][CH2:35]3)[C:31]([C:51]#[N:52])=[CH:30][N:29]=1)=[O:26])[CH2:15][CH2:14][CH2:13]2)(C(C)(C)C)(C)C.Cl.C([O-])(O)=O.[Na+]. Given the product [C:51]([C:31]1[C:32]([N:34]2[CH2:35][CH2:36][C:37]3([CH2:41][NH:40][CH2:39][CH2:38]3)[CH2:49][CH2:50]2)=[CH:33][C:28]([NH:27][C:25]([N:16]2[C:17]3[C:12](=[CH:11][C:10]([CH2:9][OH:8])=[C:19]([CH:20]=[O:21])[N:18]=3)[CH2:13][CH2:14][CH2:15]2)=[O:26])=[N:29][CH:30]=1)#[N:52], predict the reactants needed to synthesize it.